Dataset: Catalyst prediction with 721,799 reactions and 888 catalyst types from USPTO. Task: Predict which catalyst facilitates the given reaction. Reactant: [Cl:1][C:2]1[CH:7]=[CH:6][C:5]([C:8]2[N:9]=[C:10]([C:24]([O:26][C:27]([CH3:30])([CH3:29])[CH3:28])=[O:25])[C:11]([C:21](O)=[O:22])=[N:12][C:13]=2[C:14]2[CH:19]=[CH:18][C:17]([Cl:20])=[CH:16][CH:15]=2)=[CH:4][CH:3]=1.CN(C(ON1N=NC2C=CC=NC1=2)=[N+](C)C)C.F[P-](F)(F)(F)(F)F.[CH3:55][C:56]([NH2:60])([CH3:59])[CH2:57][OH:58].C1CN([P+](ON2N=NC3C=CC=CC2=3)(N2CCCC2)N2CCCC2)CC1.F[P-](F)(F)(F)(F)F. Product: [C:27]([O:26][C:24]([C:10]1[C:11]([C:21](=[O:22])[NH:60][C:56]([CH3:59])([CH3:55])[CH2:57][OH:58])=[N:12][C:13]([C:14]2[CH:19]=[CH:18][C:17]([Cl:20])=[CH:16][CH:15]=2)=[C:8]([C:5]2[CH:4]=[CH:3][C:2]([Cl:1])=[CH:7][CH:6]=2)[N:9]=1)=[O:25])([CH3:30])([CH3:28])[CH3:29]. The catalyst class is: 529.